Dataset: Full USPTO retrosynthesis dataset with 1.9M reactions from patents (1976-2016). Task: Predict the reactants needed to synthesize the given product. (1) Given the product [Br:10][CH2:3][C:2]([C:4]1[CH:9]=[CH:8][CH:7]=[CH:6][CH:5]=1)=[CH2:1], predict the reactants needed to synthesize it. The reactants are: [CH3:1][C:2]([C:4]1[CH:9]=[CH:8][CH:7]=[CH:6][CH:5]=1)=[CH2:3].[Br:10]N1C(=O)CCC1=O. (2) Given the product [CH2:15]([O:1][C:2]1[CH:3]=[CH:4][CH:5]=[C:6]2[C:11]=1[CH:10]=[N:9][CH:8]=[CH:7]2)[CH2:16][CH3:17], predict the reactants needed to synthesize it. The reactants are: [OH:1][C:2]1[CH:3]=[CH:4][CH:5]=[C:6]2[C:11]=1[CH:10]=[N:9][CH:8]=[CH:7]2.[H-].[Na+].Br[CH2:15][CH2:16][CH3:17]. (3) The reactants are: C(OC(=O)[NH:7][CH2:8][C:9]1[CH:10]=[N:11][CH:12]=[C:13]([CH:15]2[O:20][C:19]3[CH:21]=[CH:22][CH:23]=[C:24]([C:25]#[N:26])[C:18]=3[O:17][CH2:16]2)[CH:14]=1)(C)(C)C.FC(F)(F)C(O)=O. Given the product [NH2:7][CH2:8][C:9]1[CH:14]=[C:13]([CH:15]2[O:20][C:19]3[CH:21]=[CH:22][CH:23]=[C:24]([C:25]#[N:26])[C:18]=3[O:17][CH2:16]2)[CH:12]=[N:11][CH:10]=1, predict the reactants needed to synthesize it. (4) Given the product [C:3]([C:7]1[CH:12]=[CH:11][CH:10]=[CH:9][C:8]=1[N:13]1[CH2:14][CH2:15][N:16]([C:19](=[O:29])[C:20]([NH:22][CH:23]2[CH2:24][CH2:25][N:26]([S:31]([CH3:30])(=[O:33])=[O:32])[CH2:27][CH2:28]2)=[O:21])[CH2:17][CH2:18]1)([CH3:6])([CH3:4])[CH3:5], predict the reactants needed to synthesize it. The reactants are: Cl.Cl.[C:3]([C:7]1[CH:12]=[CH:11][CH:10]=[CH:9][C:8]=1[N:13]1[CH2:18][CH2:17][N:16]([C:19](=[O:29])[C:20]([NH:22][CH:23]2[CH2:28][CH2:27][NH:26][CH2:25][CH2:24]2)=[O:21])[CH2:15][CH2:14]1)([CH3:6])([CH3:5])[CH3:4].[CH3:30][S:31](Cl)(=[O:33])=[O:32].C([O-])(O)=O.[Na+]. (5) Given the product [C:1]([O:5][C:6]([N:8]1[C:16]2[C:11](=[CH:12][C:13]([O:17][CH2:19][C:20]3[CH:21]=[C:22]([C:31]#[N:32])[N:23]([C:25]4[CH:30]=[CH:29][CH:28]=[CH:27][CH:26]=4)[N:24]=3)=[CH:14][CH:15]=2)[CH2:10][CH2:9]1)=[O:7])([CH3:4])([CH3:2])[CH3:3], predict the reactants needed to synthesize it. The reactants are: [C:1]([O:5][C:6]([N:8]1[C:16]2[C:11](=[CH:12][C:13]([OH:17])=[CH:14][CH:15]=2)[CH2:10][CH2:9]1)=[O:7])([CH3:4])([CH3:3])[CH3:2].O[CH2:19][C:20]1[CH:21]=[C:22]([C:31]#[N:32])[N:23]([C:25]2[CH:30]=[CH:29][CH:28]=[CH:27][CH:26]=2)[N:24]=1.C1(P(C2C=CC=CC=2)C2C=CC=CC=2)C=CC=CC=1.CCOC(/N=N/C(OCC)=O)=O. (6) Given the product [O:1]([C:2]1[CH:3]=[CH:4][C:5]([C:6]([O:8][CH3:9])=[O:7])=[CH:10][CH:11]=1)[C:12]1[CH:17]=[CH:16][CH:15]=[CH:14][CH:13]=1, predict the reactants needed to synthesize it. The reactants are: [OH:1][C:2]1[CH:11]=[CH:10][C:5]([C:6]([O:8][CH3:9])=[O:7])=[CH:4][CH:3]=1.[C:12]1(B(O)O)[CH:17]=[CH:16][CH:15]=[CH:14][CH:13]=1.N1C=CC=CC=1. (7) Given the product [Cl:18][C:19]1[CH:20]=[C:21]([NH:22][C:2]2[C:11]3[C:6](=[CH:7][CH:8]=[C:9]([N+:12]([O-:14])=[O:13])[CH:10]=3)[N:5]=[C:4]([CH3:15])[C:3]=2[C:16]#[N:17])[CH:23]=[CH:24][C:25]=1[F:26], predict the reactants needed to synthesize it. The reactants are: Cl[C:2]1[C:11]2[C:6](=[CH:7][CH:8]=[C:9]([N+:12]([O-:14])=[O:13])[CH:10]=2)[N:5]=[C:4]([CH3:15])[C:3]=1[C:16]#[N:17].[Cl:18][C:19]1[CH:20]=[C:21]([CH:23]=[CH:24][C:25]=1[F:26])[NH2:22]. (8) Given the product [NH2:9][C:4]1[CH:3]=[C:2]([F:1])[CH:7]=[CH:6][C:5]=1[OH:8], predict the reactants needed to synthesize it. The reactants are: [F:1][C:2]1[CH:7]=[CH:6][C:5]([OH:8])=[C:4]([N+:9]([O-])=O)[CH:3]=1.